Dataset: Reaction yield outcomes from USPTO patents with 853,638 reactions. Task: Predict the reaction yield, written as a fraction of the theoretical maximum amount of product (1.0 means a 100% yield; for example, 0.34 means a 34% yield). (1) The reactants are [F:1][C:2]([F:7])([F:6])[C:3]([OH:5])=[O:4].[F:8][C:9]([F:14])([F:13])[C:10]([OH:12])=[O:11].FC(F)(F)C(O)=O.[NH:22]1[CH2:25][CH:24]([CH2:26][C:27]([NH:29][C:30]2[CH:31]=[CH:32][C:33]3[NH:34][C:35]4[N:51]=[C:39]([NH:40][C:41]5[CH:42]=[N:43][CH:44]=[C:45]([CH:50]=5)[CH2:46][CH2:47][C:48]=2[CH:49]=3)[N:38]=[CH:37][C:36]=4[Cl:52])=[O:28])[CH2:23]1.[C:53]([C:56]1[N:57]=[N:58][NH:59][CH:60]=1)(O)=[O:54]. No catalyst specified. The product is [F:1][C:2]([F:7])([F:6])[C:3]([OH:5])=[O:4].[F:8][C:9]([F:14])([F:13])[C:10]([OH:12])=[O:11].[Cl:52][C:36]1[CH:37]=[N:38][C:39]2[NH:40][C:41]3[CH:42]=[N:43][CH:44]=[C:45]([CH:50]=3)[CH2:46][CH2:47][C:48]3[CH:49]=[C:33]([NH:34][C:35]=1[N:51]=2)[CH:32]=[CH:31][C:30]=3[NH:29][C:27](=[O:28])[CH2:26][CH:24]1[CH2:23][N:22]([C:53]([C:56]2[N:57]=[N:58][NH:59][CH:60]=2)=[O:54])[CH2:25]1. The yield is 0.720. (2) The reactants are [O:1]=[C:2]1[C:7]([CH2:8][C:9]2[CH:14]=[CH:13][C:12]([C:15]3[C:16]([C:21]#[N:22])=[CH:17][CH:18]=[CH:19][CH:20]=3)=[CH:11][CH:10]=2)=[C:6]([CH2:23][CH2:24][CH3:25])[N:5]2[N:26]=[CH:27][N:28]=[C:4]2[N:3]1[C@H:29]1[CH2:34][CH2:33][C@H:32]([O:35][CH2:36][C:37](=[O:39])[CH3:38])[CH2:31][CH2:30]1.[CH:40](N(CC)C(C)C)(C)C.FC(F)(F)S(O[Si:55]([C:58]([CH3:61])([CH3:60])[CH3:59])([CH3:57])[CH3:56])(=O)=O.C(=O)([O-])O.[Na+].C([Zn]CC)C.ClCI.[Cl-].[NH4+]. The catalyst is C(Cl)Cl. The product is [Si:55]([O:39][C:37]1([CH2:36][O:35][C@H:32]2[CH2:31][CH2:30][C@H:29]([N:3]3[C:2](=[O:1])[C:7]([CH2:8][C:9]4[CH:14]=[CH:13][C:12]([C:15]5[C:16]([C:21]#[N:22])=[CH:17][CH:18]=[CH:19][CH:20]=5)=[CH:11][CH:10]=4)=[C:6]([CH2:23][CH2:24][CH3:25])[N:5]4[N:26]=[CH:27][N:28]=[C:4]34)[CH2:34][CH2:33]2)[CH2:40][CH2:38]1)([C:58]([CH3:61])([CH3:60])[CH3:59])([CH3:57])[CH3:56]. The yield is 0.400. (3) The reactants are Cl.Cl.[Cl:3][C:4]1[CH:5]=[C:6](/[CH:17]=[CH:18]/[C:19]([O:21][CH2:22][CH3:23])=[O:20])[CH:7]=[N:8][C:9]=1[NH:10][CH:11]1[CH2:16][CH2:15][NH:14][CH2:13][CH2:12]1.[Cl:24][C:25]1[CH:30]=[CH:29][CH:28]=[C:27]([CH2:31]Cl)[CH:26]=1.C(N(CC)C(C)C)(C)C.O. The catalyst is CN(C=O)C.CCOC(C)=O. The product is [Cl:3][C:4]1[CH:5]=[C:6](/[CH:17]=[CH:18]/[C:19]([O:21][CH2:22][CH3:23])=[O:20])[CH:7]=[N:8][C:9]=1[NH:10][CH:11]1[CH2:16][CH2:15][N:14]([CH2:31][C:27]2[CH:28]=[CH:29][CH:30]=[C:25]([Cl:24])[CH:26]=2)[CH2:13][CH2:12]1. The yield is 0.460. (4) The reactants are [C:1]1([S:7]([N:10]2[C:14]3=[N:15][CH:16]=[C:17]([N+:20]([O-:22])=[O:21])[C:18](Cl)=[C:13]3[CH:12]=[CH:11]2)(=[O:9])=[O:8])[CH:6]=[CH:5][CH:4]=[CH:3][CH:2]=1.[C:23]([O:27][C:28]([N:30]1[CH2:36][CH2:35][CH2:34][CH2:33][CH:32]([NH2:37])[CH2:31]1)=[O:29])([CH3:26])([CH3:25])[CH3:24].C(N(C(C)C)CC)(C)C. The catalyst is CC(O)C. The product is [C:23]([O:27][C:28]([N:30]1[CH2:36][CH2:35][CH2:34][CH2:33][CH:32]([NH:37][C:18]2[C:17]([N+:20]([O-:22])=[O:21])=[CH:16][N:15]=[C:14]3[N:10]([S:7]([C:1]4[CH:6]=[CH:5][CH:4]=[CH:3][CH:2]=4)(=[O:9])=[O:8])[CH:11]=[CH:12][C:13]=23)[CH2:31]1)=[O:29])([CH3:26])([CH3:24])[CH3:25]. The yield is 0.830. (5) The reactants are [CH3:1][N:2]([CH3:15])[S:3]([N:6]1[C:10]2[CH2:11][CH2:12][CH2:13][CH2:14][C:9]=2[N:8]=[CH:7]1)(=[O:5])=[O:4].C([Li])CCC.CN([CH:24]=[O:25])C.[NH4+].[Cl-]. The catalyst is C1COCC1. The product is [CH3:1][N:2]([CH3:15])[S:3]([N:6]1[C:10]2[CH2:11][CH2:12][CH2:13][CH2:14][C:9]=2[N:8]=[C:7]1[CH:24]=[O:25])(=[O:4])=[O:5]. The yield is 0.510. (6) The reactants are P([O-])([O-])([O-])=O.[K+].[K+].[K+].[CH3:9][C:10]1[CH:11]=[C:12](B(O)O)[CH:13]=[CH:14][CH:15]=1.Br[C:20]1[CH:21]=[CH:22][CH:23]=[C:24]2[C:28]=1[CH2:27][CH:26]=[CH:25]2. The catalyst is Cl[Pd](Cl)([P](C1C=CC=CC=1)(C1C=CC=CC=1)C1C=CC=CC=1)[P](C1C=CC=CC=1)(C1C=CC=CC=1)C1C=CC=CC=1.C1(P(C2C=CC=CC=2)C2C=CC=CC=2)C=CC=CC=1.O.COCCOC. The product is [CH3:9][C:10]1[CH:11]=[C:12]([C:23]2[CH:22]=[CH:21][CH:20]=[C:28]3[C:24]=2[CH:25]=[CH:26][CH2:27]3)[CH:13]=[CH:14][CH:15]=1. The yield is 1.00. (7) The reactants are [CH2:1]([C:5]1[N:9]([CH2:10][C:11]2[CH:16]=[CH:15][C:14]([C:17]3[C:18]([C:23]#[N:24])=[CH:19][CH:20]=[CH:21][CH:22]=3)=[CH:13][CH:12]=2)[C:8](=[O:25])[NH:7][N:6]=1)[CH2:2][CH2:3][CH3:4].CC(C)([O-])C.[K+].CN(C)C=O.Br[CH2:38][C:39]([C:41]1[CH:46]=[CH:45][C:44]([F:47])=[CH:43][CH:42]=1)=[O:40]. The catalyst is C(OCC)(=O)C. The product is [CH2:1]([C:5]1[N:9]([CH2:10][C:11]2[CH:16]=[CH:15][C:14]([C:17]3[C:18]([C:23]#[N:24])=[CH:19][CH:20]=[CH:21][CH:22]=3)=[CH:13][CH:12]=2)[C:8](=[O:25])[N:7]([CH2:38][C:39]([C:41]2[CH:46]=[CH:45][C:44]([F:47])=[CH:43][CH:42]=2)=[O:40])[N:6]=1)[CH2:2][CH2:3][CH3:4]. The yield is 0.880.